Dataset: Full USPTO retrosynthesis dataset with 1.9M reactions from patents (1976-2016). Task: Predict the reactants needed to synthesize the given product. (1) The reactants are: [CH3:1][C:2]1[CH:7]=[C:6]([C:8]#[C:9][CH3:10])[CH:5]=[C:4]([CH3:11])[C:3]=1[C:12]1[C:13](=[O:19])[CH2:14][CH2:15][C:16]=1[O:17]C.Cl.O.C(OCC)(=O)C. Given the product [CH3:1][C:2]1[CH:7]=[C:6]([C:8]#[C:9][CH3:10])[CH:5]=[C:4]([CH3:11])[C:3]=1[CH:12]1[C:13](=[O:19])[CH2:14][CH2:15][C:16]1=[O:17], predict the reactants needed to synthesize it. (2) Given the product [Br:1][C:2]1[S:6][C:5]([C:7](/[C:8](=[CH:18]/[C:17]2[CH:20]=[CH:21][C:22]([Cl:23])=[C:15]([Cl:14])[CH:16]=2)/[C:9]([O:11][CH3:12])=[O:10])=[O:13])=[CH:4][CH:3]=1, predict the reactants needed to synthesize it. The reactants are: [Br:1][C:2]1[S:6][C:5]([C:7](=[O:13])[CH2:8][C:9]([O:11][CH3:12])=[O:10])=[CH:4][CH:3]=1.[Cl:14][C:15]1[CH:16]=[C:17]([CH:20]=[CH:21][C:22]=1[Cl:23])[CH:18]=O.N1CCCCC1.C(O)(=O)C. (3) Given the product [NH2:15][C:16]1[N:24]=[CH:23][N:22]=[C:21]2[C:17]=1[N:18]=[CH:19][N:20]2[C@H:25]1[C@@H:29]2[O:30][C:31]([CH3:33])([CH3:34])[O:32][C@@H:28]2[C@@H:27]([CH2:35][N:36]([CH2:41][CH3:42])[CH2:37][CH2:38][CH2:39][NH:40][C:10]2[NH:9][C:8]3[CH:13]=[CH:14][C:5]([C:1]([CH3:4])([CH3:3])[CH3:2])=[CH:6][C:7]=3[N:11]=2)[O:26]1, predict the reactants needed to synthesize it. The reactants are: [C:1]([C:5]1[CH:14]=[CH:13][C:8]2[NH:9][C:10](Cl)=[N:11][C:7]=2[CH:6]=1)([CH3:4])([CH3:3])[CH3:2].[NH2:15][C:16]1[N:24]=[CH:23][N:22]=[C:21]2[C:17]=1[N:18]=[CH:19][N:20]2[C@H:25]1[C@@H:29]2[O:30][C:31]([CH3:34])([CH3:33])[O:32][C@@H:28]2[C@@H:27]([CH2:35][N:36]([CH2:41][CH3:42])[CH2:37][CH2:38][CH2:39][NH2:40])[O:26]1. (4) Given the product [Cl:25][C:21]1[CH:20]=[C:19]([C@H:17]([OH:18])[CH2:16][NH:15][C:11]2[CH:10]=[CH:9][N:8]=[C:7]([O:13][CH3:14])[C:6]=2[CH:2]2[O:3][CH2:4][CH2:5][O:1]2)[CH:24]=[CH:23][CH:22]=1, predict the reactants needed to synthesize it. The reactants are: [O:1]1[CH2:5][CH2:4][O:3][CH:2]1[C:6]1[C:7]([O:13][CH3:14])=[N:8][CH:9]=[CH:10][C:11]=1I.[NH2:15][CH2:16][C@H:17]([C:19]1[CH:24]=[CH:23][CH:22]=[C:21]([Cl:25])[CH:20]=1)[OH:18].C(O)CO.[O-]P([O-])([O-])=O.[K+].[K+].[K+]. (5) Given the product [NH:46]1[C:1]([C:3]2[CH:4]=[C:5]([CH:30]=[CH:31][CH:32]=2)[C:6]([O:8][C@H:9]2[CH2:14][CH2:13][CH2:12][C@@H:11]([O:15][CH2:16][C:17]3[N:18]=[C:19]([C:23]4[CH:24]=[CH:25][C:26]([F:29])=[CH:27][CH:28]=4)[O:20][C:21]=3[CH3:22])[CH2:10]2)=[O:7])=[N:2][N:48]=[N:47]1, predict the reactants needed to synthesize it. The reactants are: [C:1]([C:3]1[CH:4]=[C:5]([CH:30]=[CH:31][CH:32]=1)[C:6]([O:8][C@H:9]1[CH2:14][CH2:13][CH2:12][C@@H:11]([O:15][CH2:16][C:17]2[N:18]=[C:19]([C:23]3[CH:28]=[CH:27][C:26]([F:29])=[CH:25][CH:24]=3)[O:20][C:21]=2[CH3:22])[CH2:10]1)=[O:7])#[N:2].C([Sn]([N:46]=[N+:47]=[N-:48])(CCCC)CCCC)CCC.